This data is from Forward reaction prediction with 1.9M reactions from USPTO patents (1976-2016). The task is: Predict the product of the given reaction. (1) Given the reactants [Cl-].[Cl:2][C:3]1[CH:8]=[CH:7][C:6]([CH:9]([OH:32])[CH2:10][NH+:11]2[CH2:16][CH2:15][CH:14]([N:17]3[C:21]4[CH:22]=[C:23]([F:30])[C:24]([C:26]([O:28]C)=[O:27])=[CH:25][C:20]=4[NH:19][C:18]3=[O:31])[CH2:13][CH2:12]2)=[CH:5][CH:4]=1.[OH-].[Na+].Cl, predict the reaction product. The product is: [Cl-:2].[C:26]([C:24]1[C:23]([F:30])=[CH:22][C:21]2[N:17]([CH:14]3[CH2:15][CH2:16][NH+:11]([CH2:10][CH:9]([C:6]4[CH:7]=[CH:8][C:3]([Cl:2])=[CH:4][CH:5]=4)[OH:32])[CH2:12][CH2:13]3)[C:18](=[O:31])[NH:19][C:20]=2[CH:25]=1)([OH:28])=[O:27]. (2) Given the reactants [CH2:1]([O:4][C:5]1([CH3:50])[CH2:10][CH2:9][N:8]([C:11]2[C:12]3[N:13]([N:28]=[C:29]([C:31]4[CH:32]=[C:33]([C:37]5[CH:42]=[C:41]([CH3:43])[CH:40]=[CH:39][C:38]=5[O:44][CH2:45][CH:46]([CH3:49])[CH:47]=C)[CH:34]=[CH:35][CH:36]=4)[CH:30]=3)[CH:14]=[C:15]([CH3:27])[C:16]=2[C@H:17]([O:22][C:23]([CH3:26])([CH3:25])[CH3:24])[C:18]([O:20][CH3:21])=[O:19])[CH2:7][CH2:6]1)[CH:2]=C, predict the reaction product. The product is: [C:23]([O:22][C@@H:17]([C:16]1[C:15]([CH3:27])=[CH:14][N:13]2[N:28]=[C:29]3[CH:30]=[C:12]2[C:11]=1[N:8]1[CH2:7][CH2:6][C:5]([CH3:50])([O:4][CH2:1][CH:2]=[CH:49][CH:46]([CH3:47])[CH2:45][O:44][C:38]2[CH:39]=[CH:40][C:41]([CH3:43])=[CH:42][C:37]=2[C:33]2[CH:32]=[C:31]3[CH:36]=[CH:35][CH:34]=2)[CH2:10][CH2:9]1)[C:18]([O:20][CH3:21])=[O:19])([CH3:26])([CH3:24])[CH3:25]. (3) Given the reactants [C:1]([C:3]1[C:4]([NH:18][CH2:19][CH2:20][CH3:21])=[N:5][C:6]([NH:9][CH2:10][CH2:11][C:12]2[CH:17]=[CH:16][N:15]=[CH:14][CH:13]=2)=[N:7][CH:8]=1)#[N:2].[Cl-].[NH4+].[N-:24]=[N+:25]=[N-:26].[Na+].C(O)(=O)CC(CC(O)=O)(C(O)=O)O, predict the reaction product. The product is: [CH2:19]([NH:18][C:4]1[C:3]([C:1]2[NH:26][N:25]=[N:24][N:2]=2)=[CH:8][N:7]=[C:6]([NH:9][CH2:10][CH2:11][C:12]2[CH:13]=[CH:14][N:15]=[CH:16][CH:17]=2)[N:5]=1)[CH2:20][CH3:21]. (4) Given the reactants C(O/[CH:4]=[CH:5]\[C:6]1[CH:7]=[C:8]([C:15]2[CH:20]=[CH:19][CH:18]=[CH:17][CH:16]=2)[C:9]2[N:10]([CH:12]=[N:13][N:14]=2)[CH:11]=1)C.C1C(=O)N(Br)C(=O)C1.[CH2:29]([NH:32][C:33]([NH2:35])=[S:34])[CH2:30][CH3:31], predict the reaction product. The product is: [C:15]1([C:8]2[C:9]3[N:10]([CH:12]=[N:13][N:14]=3)[CH:11]=[C:6]([C:5]3[S:34][C:33]([NH:32][CH2:29][CH2:30][CH3:31])=[N:35][CH:4]=3)[CH:7]=2)[CH:16]=[CH:17][CH:18]=[CH:19][CH:20]=1. (5) Given the reactants [N+:1]([C:4]1[CH:10]=[C:9]([C:11]2[CH:12]=[N:13][CH:14]=[CH:15][CH:16]=2)[CH:8]=[C:7]([N+:17]([O-:19])=[O:18])[C:5]=1N)([O-:3])=[O:2].N([O-])=O.[Na+].[S-:24][C:25]#[N:26].[K+].C(=O)([O-])O.[Na+], predict the reaction product. The product is: [N+:1]([C:4]1[CH:10]=[C:9]([C:11]2[CH:12]=[N:13][CH:14]=[CH:15][CH:16]=2)[CH:8]=[C:7]([N+:17]([O-:19])=[O:18])[C:5]=1[S:24][C:25]#[N:26])([O-:3])=[O:2]. (6) Given the reactants [NH2:1][C:2]1[CH:3]=[C:4]([C:10]2[O:11][C:12]3[CH:18]=[CH:17][C:16]([C:19]4[CH:24]=[CH:23][C:22]([F:25])=[C:21]([F:26])[CH:20]=4)=[CH:15][C:13]=3[N:14]=2)[CH:5]=[CH:6][C:7]=1[O:8][CH3:9].[CH:27]1[C:32]([C:33]([OH:35])=[O:34])=[CH:31][C:30]2[C:36]([O:38][C:39](=O)[C:29]=2[CH:28]=1)=[O:37], predict the reaction product. The product is: [CH3:9][O:8][C:7]1[CH:6]=[CH:5][C:4]([C:10]2[O:11][C:12]3[CH:18]=[CH:17][C:16]([C:19]4[CH:24]=[CH:23][C:22]([F:25])=[C:21]([F:26])[CH:20]=4)=[CH:15][C:13]=3[N:14]=2)=[CH:3][C:2]=1[N:1]1[C:36](=[O:37])[C:30]2[C:29](=[CH:28][CH:27]=[C:32]([C:33]([OH:35])=[O:34])[CH:31]=2)[C:39]1=[O:38]. (7) Given the reactants O.[OH-].[Li+].[CH:4]([C:7]1[N:8]=[C:9]([C:12]([O:14]CC)=[O:13])[S:10][CH:11]=1)([CH3:6])[CH3:5], predict the reaction product. The product is: [CH:4]([C:7]1[N:8]=[C:9]([C:12]([OH:14])=[O:13])[S:10][CH:11]=1)([CH3:6])[CH3:5]. (8) The product is: [CH3:2][O:3][C:4](=[O:43])[CH2:5][C@H:6]1[C:10]2[CH:11]=[CH:12][C:13]([O:15][C@H:16]3[C:24]4[C:19](=[C:20]([CH2:29][N:30]5[CH2:31][CH2:32][NH:33][CH2:34][CH2:35]5)[C:21]([C:25]([F:26])([F:27])[F:28])=[CH:22][CH:23]=4)[CH2:18][CH2:17]3)=[CH:14][C:9]=2[O:8][CH2:7]1. Given the reactants Cl.[CH3:2][O:3][C:4](=[O:43])[CH2:5][C@H:6]1[C:10]2[CH:11]=[CH:12][C:13]([O:15][C@H:16]3[C:24]4[C:19](=[C:20]([CH2:29][N:30]5[CH2:35][CH2:34][N:33](C(OC(C)(C)C)=O)[CH2:32][CH2:31]5)[C:21]([C:25]([F:28])([F:27])[F:26])=[CH:22][CH:23]=4)[CH2:18][CH2:17]3)=[CH:14][C:9]=2[O:8][CH2:7]1.C([O-])([O-])=O.[K+].[K+], predict the reaction product.